From a dataset of Reaction yield outcomes from USPTO patents with 853,638 reactions. Predict the reaction yield, written as a fraction of the theoretical maximum amount of product (1.0 means a 100% yield; for example, 0.34 means a 34% yield). (1) The reactants are F[C:2]1[CH:3]=[C:4]([CH:9]=[CH:10][C:11]=1[N+:12]([O-:14])=[O:13])[C:5]([O:7][CH3:8])=[O:6].[Cl:15][C:16]1[CH:17]=[C:18]([CH:20]=[CH:21][C:22]=1[O:23][C:24]([F:27])([F:26])[F:25])[NH2:19]. The catalyst is CS(C)=O.C(OCC)(=O)C. The product is [Cl:15][C:16]1[CH:17]=[C:18]([NH:19][C:2]2[CH:3]=[C:4]([CH:9]=[CH:10][C:11]=2[N+:12]([O-:14])=[O:13])[C:5]([O:7][CH3:8])=[O:6])[CH:20]=[CH:21][C:22]=1[O:23][C:24]([F:26])([F:27])[F:25]. The yield is 0.380. (2) The reactants are [Cl:1][C:2]([F:17])([F:16])[C:3]1[N:8]=[C:7]([CH:9]=O)[CH:6]=[C:5]([C:11]2[O:12][CH:13]=[CH:14][CH:15]=2)[CH:4]=1.[O-]CC.[Na+].[N:22]([CH2:25][C:26]([O:28][C:29](C)(C)[CH3:30])=[O:27])=[N+:23]=[N-:24]. The catalyst is CCO.CCOC(C)=O. The product is [CH2:29]([O:28][C:26](=[O:27])/[C:25](/[N:22]=[N+:23]=[N-:24])=[CH:9]/[C:7]1[CH:6]=[C:5]([C:11]2[O:12][CH:13]=[CH:14][CH:15]=2)[CH:4]=[C:3]([C:2]([Cl:1])([F:17])[F:16])[N:8]=1)[CH3:30]. The yield is 0.200. (3) The reactants are [F:1][C:2]1[C:7]([I:8])=[C:6]([O:9][CH3:10])[CH:5]=[CH:4][C:3]=1[CH:11]1OCC[O:12]1.Cl. The catalyst is CC(C)=O. The product is [F:1][C:2]1[C:7]([I:8])=[C:6]([O:9][CH3:10])[CH:5]=[CH:4][C:3]=1[CH:11]=[O:12]. The yield is 0.380. (4) The reactants are C1([NH:7][C:8]([C:10]2[C:11](=[O:23])[N:12]([CH3:22])[C:13]3[C:18]([C:19]=2O)=[CH:17][C:16]([F:21])=[CH:15][CH:14]=3)=O)CCCCC1.P(Cl)(Cl)([Cl:26])=O. No catalyst specified. The product is [Cl:26][C:19]1[C:18]2[C:13](=[CH:14][CH:15]=[C:16]([F:21])[CH:17]=2)[N:12]([CH3:22])[C:11](=[O:23])[C:10]=1[C:8]#[N:7]. The yield is 0.560. (5) The product is [F:1][C:2]1[CH:3]=[N:4][C:5]2[C:10]([C:11]=1[N:12]1[CH2:17][CH2:16][N:15]([CH2:18][CH2:19][NH:20][CH2:41][C:39]3[CH:38]=[CH:37][C:34]4[S:35][CH2:36][C:31](=[O:30])[NH:32][C:33]=4[N:40]=3)[CH2:14][CH2:13]1)=[N:9][C:8]([O:21][CH3:22])=[CH:7][CH:6]=2. The catalyst is C(Cl)Cl.CCO. The yield is 0.300. The reactants are [F:1][C:2]1[CH:3]=[N:4][C:5]2[C:10]([C:11]=1[N:12]1[CH2:17][CH2:16][N:15]([CH2:18][CH2:19][NH2:20])[CH2:14][CH2:13]1)=[N:9][C:8]([O:21][CH3:22])=[CH:7][CH:6]=2.[O-]S([O-])(=O)=O.[Na+].[Na+].[O:30]=[C:31]1[CH2:36][S:35][C:34]2[CH:37]=[CH:38][C:39]([CH:41]=O)=[N:40][C:33]=2[NH:32]1.[BH4-].[Na+]. (6) The reactants are [C:1]([C:3]([CH3:9])([CH3:8])[C:4]([NH:6][NH2:7])=O)#[N:2].Cl.[F:11][C:12]1[CH:21]=[CH:20][C:15]([C:16](=[NH:19])OC)=[CH:14][CH:13]=1. No catalyst specified. The product is [F:11][C:12]1[CH:21]=[CH:20][C:15]([C:16]2[N:19]=[C:4]([C:3]([CH3:9])([CH3:8])[C:1]#[N:2])[NH:6][N:7]=2)=[CH:14][CH:13]=1. The yield is 0.700.